This data is from Peptide-MHC class I binding affinity with 185,985 pairs from IEDB/IMGT. The task is: Regression. Given a peptide amino acid sequence and an MHC pseudo amino acid sequence, predict their binding affinity value. This is MHC class I binding data. The peptide sequence is FTILEYLYI. The MHC is HLA-A02:06 with pseudo-sequence HLA-A02:06. The binding affinity (normalized) is 0.484.